The task is: Predict the product of the given reaction.. This data is from Forward reaction prediction with 1.9M reactions from USPTO patents (1976-2016). (1) Given the reactants [CH3:1][C:2]1[CH:3]=[C:4]([NH:9][CH2:10][CH2:11][C:12]2[CH:13]=[N:14][C:15]([C:18]([F:21])([F:20])[F:19])=[CH:16][CH:17]=2)[CH:5]=[CH:6][C:7]=1[CH3:8].[C:22]([C:30](O)=[O:31])(=[O:29])[C:23]1[CH:28]=[CH:27][CH:26]=[CH:25][CH:24]=1.F[B-](F)(F)F.N1(OC(N(C)C)=[N+](C)C)C2C=CC=CC=2N=N1.C(N(CC)C(C)C)(C)C, predict the reaction product. The product is: [CH3:1][C:2]1[CH:3]=[C:4]([N:9]([CH2:10][CH2:11][C:12]2[CH:13]=[N:14][C:15]([C:18]([F:21])([F:20])[F:19])=[CH:16][CH:17]=2)[C:30](=[O:31])[C:22](=[O:29])[C:23]2[CH:28]=[CH:27][CH:26]=[CH:25][CH:24]=2)[CH:5]=[CH:6][C:7]=1[CH3:8]. (2) Given the reactants [F:1][C:2]1[CH:3]=[CH:4][CH:5]=[C:6]2[C:10]=1[CH:9]([CH2:11][CH2:12][C:13]([NH:15][C:16]1[CH:24]=[CH:23][C:19]([C:20](O)=O)=[CH:18][N:17]=1)=[O:14])[N:8]([CH2:25][C:26]1[CH:31]=[CH:30][C:29]([F:32])=[CH:28][CH:27]=1)[C:7]2=[O:33].[NH2:34]C1C=CC(C#N)=CN=1, predict the reaction product. The product is: [C:20]([C:19]1[CH:23]=[CH:24][C:16]([NH:15][C:13](=[O:14])[CH2:12][CH2:11][CH:9]2[C:10]3[C:6](=[CH:5][CH:4]=[CH:3][C:2]=3[F:1])[C:7](=[O:33])[N:8]2[CH2:25][C:26]2[CH:27]=[CH:28][C:29]([F:32])=[CH:30][CH:31]=2)=[N:17][CH:18]=1)#[N:34]. (3) Given the reactants [Br:1][C:2]1[CH:3]=[CH:4][CH:5]=[C:6]2[C:15]=1[C:9]1([CH2:14][CH2:13][NH:12][CH2:11][CH2:10]1)[CH2:8][CH:7]2[CH2:16][C:17]([O:19][CH2:20][CH3:21])=[O:18].[C:22]12([N:32]=[C:33]=[O:34])[CH2:31][CH:26]3[CH2:27][CH:28]([CH2:30][CH:24]([CH2:25]3)[CH2:23]1)[CH2:29]2, predict the reaction product. The product is: [Br:1][C:2]1[CH:3]=[CH:4][CH:5]=[C:6]2[C:15]=1[C:9]1([CH2:10][CH2:11][N:12]([C:33](=[O:34])[NH:32][C:22]34[CH2:23][CH:24]5[CH2:30][CH:28]([CH2:27][CH:26]([CH2:25]5)[CH2:31]3)[CH2:29]4)[CH2:13][CH2:14]1)[CH2:8][CH:7]2[CH2:16][C:17]([O:19][CH2:20][CH3:21])=[O:18]. (4) Given the reactants C([O:4][C@@H:5]1[C@@H:10]([O:11]C(=O)C)[C@H:9]([O:15]C(=O)C)[C@@H:8]([CH2:19][O:20]C(=O)C)[O:7][C@H:6]1[O:24][C:25]1[C:29]([CH2:30][C:31]2[CH:36]=[CH:35][C:34]([O:37][CH2:38][CH2:39][NH2:40])=[CH:33][C:32]=2[CH3:41])=[C:28]([CH:42]([CH3:44])[CH3:43])[NH:27][N:26]=1)(=O)C.[NH2:45][C:46]([CH3:51])([CH2:49][OH:50])[CH2:47][OH:48].NCCN1CC[O:58][CH2:57]C1, predict the reaction product. The product is: [C@@H:6]1([O:24][C:25]2[C:29]([CH2:30][C:31]3[CH:36]=[CH:35][C:34]([O:37][CH2:38][CH2:39][NH:40][C:57]([NH:45][C:46]([CH2:49][OH:50])([CH3:51])[CH2:47][OH:48])=[O:58])=[CH:33][C:32]=3[CH3:41])=[C:28]([CH:42]([CH3:44])[CH3:43])[NH:27][N:26]=2)[O:7][C@H:8]([CH2:19][OH:20])[C@@H:9]([OH:15])[C@H:10]([OH:11])[C@H:5]1[OH:4]. (5) Given the reactants [C:1]1([CH3:12])[CH:6]=[CH:5][C:4]([O:7][CH2:8][C:9](Cl)=[O:10])=[CH:3][CH:2]=1.[N:13]1[CH:18]=[CH:17][CH:16]=[CH:15][C:14]=1[C:19]1[N:23]=[C:22]([CH2:24][NH:25][CH:26]([CH3:28])[CH3:27])[O:21][N:20]=1.C(N(CC)CC)C, predict the reaction product. The product is: [CH:26]([N:25]([CH2:24][C:22]1[O:21][N:20]=[C:19]([C:14]2[CH:15]=[CH:16][CH:17]=[CH:18][N:13]=2)[N:23]=1)[C:9](=[O:10])[CH2:8][O:7][C:4]1[CH:5]=[CH:6][C:1]([CH3:12])=[CH:2][CH:3]=1)([CH3:28])[CH3:27].